Dataset: Full USPTO retrosynthesis dataset with 1.9M reactions from patents (1976-2016). Task: Predict the reactants needed to synthesize the given product. (1) Given the product [NH2:21][C:22]([CH3:26])([CH3:25])[CH2:23][OH:24].[C:1]([OH:20])(=[O:19])[CH2:2][CH2:3][CH2:4][CH2:5][CH2:6][CH2:7][CH2:8][CH2:9][CH2:10][CH2:11][CH2:12][CH2:13][CH2:14][CH2:15][CH2:16][CH2:17][CH3:18], predict the reactants needed to synthesize it. The reactants are: [C:1]([OH:20])(=[O:19])[CH2:2][CH2:3][CH2:4][CH2:5][CH2:6][CH2:7][CH2:8][CH2:9][CH2:10][CH2:11][CH2:12][CH2:13][CH2:14][CH2:15][CH2:16][CH2:17][CH3:18].[NH2:21][C:22]([CH3:26])([CH3:25])[CH2:23][OH:24]. (2) Given the product [NH2:2][C:1]1[N:3]=[C:4]([CH3:5])[N:6]([CH3:7])[C:8]=1[C:9]#[N:10], predict the reactants needed to synthesize it. The reactants are: [C:1]([N:3]=[C:4]([N:6]([CH2:8][C:9]#[N:10])[CH3:7])[CH3:5])#[N:2].C([O-])C.[Na+]. (3) Given the product [ClH:35].[Cl:35][C:32]1[CH:33]=[CH:34][C:29]([NH:28][C:26](=[O:27])[C:25]2[CH:36]=[CH:37][CH:38]=[C:39]([OH:40])[C:24]=2[NH:23][C:53](=[O:54])[C:52]2[CH:51]=[CH:50][C:49]([C:44]3[C:45](=[O:48])[CH:46]=[CH:47][N:42]([CH3:41])[CH:43]=3)=[CH:57][CH:56]=2)=[N:30][CH:31]=1, predict the reactants needed to synthesize it. The reactants are: Cl.CN(C)CCCN=C=NCC.ON1C2C=CC=CC=2N=N1.[NH2:23][C:24]1[C:39]([OH:40])=[CH:38][CH:37]=[CH:36][C:25]=1[C:26]([NH:28][C:29]1[CH:34]=[CH:33][C:32]([Cl:35])=[CH:31][N:30]=1)=[O:27].[CH3:41][N:42]1[CH:47]=[CH:46][C:45](=[O:48])[C:44]([C:49]2[CH:57]=[CH:56][C:52]([C:53](O)=[O:54])=[CH:51][CH:50]=2)=[CH:43]1. (4) Given the product [CH2:29]([N:24]1[C:23]([N:6]2[CH2:7][C@H:8]([S:10]([C:13]3[CH:18]=[CH:17][CH:16]=[CH:15][C:14]=3[C:19]([F:20])([F:22])[F:21])(=[O:12])=[O:11])[CH2:9][C@H:5]2[C:3]([OH:4])=[O:2])=[CH:27][C:26]([CH3:28])=[N:25]1)[CH:30]([CH3:32])[CH3:31], predict the reactants needed to synthesize it. The reactants are: C[O:2][C:3]([C@@H:5]1[CH2:9][C@@H:8]([S:10]([C:13]2[CH:18]=[CH:17][CH:16]=[CH:15][C:14]=2[C:19]([F:22])([F:21])[F:20])(=[O:12])=[O:11])[CH2:7][N:6]1[C:23]1[N:24]([CH2:29][CH:30]([CH3:32])[CH3:31])[N:25]=[C:26]([CH3:28])[CH:27]=1)=[O:4].COC([C@H]1C[C@@H](S(C2C=CC=CC=2C(F)(F)F)(=O)=O)CN1C1N(CC(C)C)N=C(C)C=1)=O.[OH-].[Li+].C(N1C(N2C[C@H](S(C3C=CC=CC=3C(F)(F)F)(=O)=O)C[C@@H]2C(O)=O)=CC(C)=N1)C(C)C. (5) Given the product [Br:26][C:27]1[C:32]([O:25][CH2:24][C:23]2[N:19]([CH3:18])[N:20]=[CH:21][N:22]=2)=[N:31][N:30]2[C:34]([C:37]3[CH:42]=[CH:41][CH:40]=[CH:39][C:38]=3[F:43])=[N:35][N:36]=[C:29]2[CH:28]=1, predict the reactants needed to synthesize it. The reactants are: C[Si]([N-][Si](C)(C)C)(C)C.[K+].C1(C)C=CC=CC=1.[CH3:18][N:19]1[C:23]([CH2:24][OH:25])=[N:22][CH:21]=[N:20]1.[Br:26][C:27]1[C:32](Cl)=[N:31][N:30]2[C:34]([C:37]3[CH:42]=[CH:41][CH:40]=[CH:39][C:38]=3[F:43])=[N:35][N:36]=[C:29]2[CH:28]=1. (6) Given the product [CH2:1]([C:6]1[C:14]2[C:9](=[CH:10][CH:11]=[CH:12][CH:13]=2)[N:8]([CH2:33][C:32]2[CH:35]=[CH:36][CH:37]=[CH:38][C:31]=2[C:30]([F:29])([F:39])[F:40])[C:7]=1[C:15]1[CH:16]=[C:17]2[C:22](=[CH:23][CH:24]=1)[CH:21]=[C:20]([O:25][CH2:26][C:27]#[N:28])[CH:19]=[CH:18]2)[CH2:2][CH2:3][CH2:4][CH3:5], predict the reactants needed to synthesize it. The reactants are: [CH2:1]([C:6]1[C:14]2[C:9](=[CH:10][CH:11]=[CH:12][CH:13]=2)[NH:8][C:7]=1[C:15]1[CH:16]=[C:17]2[C:22](=[CH:23][CH:24]=1)[CH:21]=[C:20]([O:25][CH2:26][C:27]#[N:28])[CH:19]=[CH:18]2)[CH2:2][CH2:3][CH2:4][CH3:5].[F:29][C:30]([F:40])([F:39])[C:31]1[CH:38]=[CH:37][CH:36]=[CH:35][C:32]=1[CH2:33]Br. (7) Given the product [OH:3][C:4]1[C:9]([CH:10]2[CH2:14][CH2:13][N:12]([CH3:15])[CH:11]2[CH2:16][OH:17])=[C:8]([O:18][CH3:19])[CH:7]=[C:6]([O:20][CH3:21])[C:5]=1[C:22](=[O:24])[CH2:23][C:22]([C:5]1[CH:4]=[CH:9][CH:8]=[CH:7][C:6]=1[O:20][CH3:21])=[O:24], predict the reactants needed to synthesize it. The reactants are: [H-].[Na+].[OH:3][C:4]1[C:9]([C@@H:10]2[CH2:14][CH2:13][N:12]([CH3:15])[C@H:11]2[CH2:16][OH:17])=[C:8]([O:18][CH3:19])[CH:7]=[C:6]([O:20][CH3:21])[C:5]=1[C:22](=[O:24])[CH3:23].